Task: Predict the product of the given reaction.. Dataset: Forward reaction prediction with 1.9M reactions from USPTO patents (1976-2016) (1) Given the reactants [CH3:1][O:2][C:3]1[CH:8]=[C:7]([N:9]2[CH2:14][CH2:13][O:12][CH2:11][CH2:10]2)[C:6]([N+:15]([O-])=O)=[CH:5][C:4]=1[NH:18][C:19]1[N:24]=[C:23]([N:25]2[CH:29]=[C:28]([CH:30]=O)[C:27]([C:32]3[CH:37]=[CH:36][CH:35]=[CH:34][CH:33]=3)=[N:26]2)[CH:22]=[CH:21][N:20]=1.Cl.[NH:39]1[CH2:42][CH2:41][CH2:40]1, predict the reaction product. The product is: [N:39]1([CH2:30][C:28]2[C:27]([C:32]3[CH:37]=[CH:36][CH:35]=[CH:34][CH:33]=3)=[N:26][N:25]([C:23]3[CH:22]=[CH:21][N:20]=[C:19]([NH:18][C:4]4[C:3]([O:2][CH3:1])=[CH:8][C:7]([N:9]5[CH2:10][CH2:11][O:12][CH2:13][CH2:14]5)=[C:6]([NH:15][C:3](=[O:2])[CH:4]=[CH2:5])[CH:5]=4)[N:24]=3)[CH:29]=2)[CH2:42][CH2:41][CH2:40]1. (2) Given the reactants [CH:1]1([NH:6][C:7]2[N:12]=[C:11]([C:13]3[C:14]([C:24]4[CH:29]=[CH:28][C:27]([O:30][CH3:31])=[CH:26][CH:25]=4)=[N:15][N:16]4[C:21](Cl)=[CH:20][C:19]([Cl:23])=[CH:18][C:17]=34)[CH:10]=[CH:9][N:8]=2)[CH2:5][CH2:4][CH2:3][CH2:2]1, predict the reaction product. The product is: [Cl:23][C:19]1[CH:20]=[C:21]([NH:6][CH:1]2[CH2:5][CH2:4][CH2:3][CH2:2]2)[N:16]2[N:15]=[C:14]([C:24]3[CH:25]=[CH:26][C:27]([O:30][CH3:31])=[CH:28][CH:29]=3)[C:13]([C:11]3[CH:10]=[CH:9][N:8]=[C:7]([NH:6][CH:1]4[CH2:5][CH2:4][CH2:3][CH2:2]4)[N:12]=3)=[C:17]2[CH:18]=1. (3) Given the reactants Br[CH2:2][CH:3](Br)[C:4](=O)[CH2:5][CH2:6][CH2:7][Cl:8].O.[NH2:12][NH2:13], predict the reaction product. The product is: [Cl:8][CH2:7][CH2:6][CH2:5][C:4]1[CH:3]=[CH:2][NH:13][N:12]=1. (4) Given the reactants [CH3:1][N:2]1[CH:6]=[CH:5][N:4]=[N:3]1.C([Li])CCC.Cl[C:13]1[N:18]=[C:17]([O:19][CH3:20])[C:16]([N+:21]([O-:23])=[O:22])=[CH:15][CH:14]=1.O, predict the reaction product. The product is: [CH3:20][O:19][C:17]1[C:16]([N+:21]([O-:23])=[O:22])=[CH:15][CH:14]=[C:13]([C:6]2[N:2]([CH3:1])[N:3]=[N:4][CH:5]=2)[N:18]=1. (5) The product is: [CH3:20][O:21][C:22]([C@@H:24]1[CH2:28][C@H:27]([Br:38])[CH2:26][N:25]1[C:30]([O:32][C:33]([CH3:36])([CH3:35])[CH3:34])=[O:31])=[O:23]. Given the reactants C1(P(C2C=CC=CC=2)C2C=CC=CC=2)C=CC=CC=1.[CH3:20][O:21][C:22]([C@@H:24]1[CH2:28][C@@H:27](O)[CH2:26][N:25]1[C:30]([O:32][C:33]([CH3:36])([CH3:35])[CH3:34])=[O:31])=[O:23].C(Br)(Br)(Br)[Br:38].C(O)C, predict the reaction product. (6) Given the reactants [C:1](OC(=O)C)(=[O:3])[CH3:2].[OH:8][NH:9][C:10]([C:12]1[CH:49]=[CH:48][C:15]([O:16][C:17]2[C:22]([NH:23][S:24]([C:27]3[CH:36]=[CH:35][C:34]4[C:29](=[CH:30][CH:31]=[CH:32][CH:33]=4)[CH:28]=3)(=[O:26])=[O:25])=[CH:21][CH:20]=[C:19]([O:37][C:38]3[CH:43]=[CH:42][C:41]([C:44](=[NH:47])[NH:45][OH:46])=[CH:40][CH:39]=3)[N:18]=2)=[CH:14][CH:13]=1)=[NH:11].[C:50](O)(=[O:52])[CH3:51], predict the reaction product. The product is: [C:1]([N:9]([OH:8])[C:10]([C:12]1[CH:49]=[CH:48][C:15]([O:16][C:17]2[C:22]([NH:23][S:24]([C:27]3[CH:36]=[CH:35][C:34]4[C:29](=[CH:30][CH:31]=[CH:32][CH:33]=4)[CH:28]=3)(=[O:26])=[O:25])=[CH:21][CH:20]=[C:19]([O:37][C:38]3[CH:43]=[CH:42][C:41]([C:44](=[NH:47])[N:45]([OH:46])[C:50](=[O:52])[CH3:51])=[CH:40][CH:39]=3)[N:18]=2)=[CH:14][CH:13]=1)=[NH:11])(=[O:3])[CH3:2].